This data is from Forward reaction prediction with 1.9M reactions from USPTO patents (1976-2016). The task is: Predict the product of the given reaction. (1) Given the reactants [NH2:1][CH2:2][CH2:3][S:4]([CH3:7])(=[O:6])=[O:5].Cl[C:9]1[N:14]=[C:13]([C:15]2[S:19][C:18]([CH:20]([CH3:22])[CH3:21])=[N:17][C:16]=2[C:23]2[CH:24]=[C:25]([NH:29][S:30]([C:33]3[CH:34]=[N:35][CH:36]=[CH:37][CH:38]=3)(=[O:32])=[O:31])[CH:26]=[CH:27][CH:28]=2)[CH:12]=[CH:11][N:10]=1, predict the reaction product. The product is: [CH3:22][CH:20]([C:18]1[S:19][C:15]([C:13]2[CH:12]=[CH:11][N:10]=[C:9]([NH:1][CH2:2][CH2:3][S:4]([CH3:7])(=[O:6])=[O:5])[N:14]=2)=[C:16]([C:23]2[CH:24]=[C:25]([NH:29][S:30]([C:33]3[CH:34]=[N:35][CH:36]=[CH:37][CH:38]=3)(=[O:32])=[O:31])[CH:26]=[CH:27][CH:28]=2)[N:17]=1)[CH3:21]. (2) The product is: [CH3:1][C:2]([C:5]1[CH:10]=[CH:9][C:8]([CH2:11][C:12]([N:21]([CH3:20])[O:22][CH3:23])=[O:14])=[CH:7][CH:6]=1)([CH3:4])[CH3:3]. Given the reactants [CH3:1][C:2]([C:5]1[CH:10]=[CH:9][C:8]([CH2:11][C:12]([OH:14])=O)=[CH:7][CH:6]=1)([CH3:4])[CH3:3].O=S(Cl)Cl.Cl.[CH3:20][NH:21][O:22][CH3:23].CCN(CC)CC.Cl, predict the reaction product. (3) Given the reactants [CH2:1]([C:3]1[CH:8]=[CH:7][C:6]([C:9]([F:12])([F:11])[F:10])=[CH:5][C:4]=1[C:13]1[CH:17]=[CH:16][N:15](S(C2C=CC=CC=2)(=O)=O)[C:14]=1[C:27]([O:29][CH2:30][CH3:31])=[O:28])[CH3:2].CC(C)(C)C(OC[N:38]1[C:42]2[N:43]=[CH:44][N:45]=[C:46](Cl)[C:41]=2C=C1)=O, predict the reaction product. The product is: [NH2:38][C:42]1[N:43]=[CH:44][N:45]=[C:46]([C:16]2[NH:15][C:14]([C:27]([O:29][CH2:30][CH3:31])=[O:28])=[C:13]([C:4]3[CH:5]=[C:6]([C:9]([F:11])([F:12])[F:10])[CH:7]=[CH:8][C:3]=3[CH2:1][CH3:2])[CH:17]=2)[CH:41]=1. (4) Given the reactants I[C:2]1[C:7]([CH:8]([CH3:10])[CH3:9])=[CH:6][CH:5]=[CH:4][C:3]=1[CH:11]([CH3:13])[CH3:12].C(B(CC)[C:17]1[CH:18]=[N:19][CH:20]=[CH:21][CH:22]=1)C.C(=O)([O-])[O-].[K+].[K+], predict the reaction product. The product is: [CH:11]([C:3]1[CH:4]=[CH:5][CH:6]=[C:7]([CH:8]([CH3:10])[CH3:9])[C:2]=1[C:17]1[CH:18]=[N:19][CH:20]=[CH:21][CH:22]=1)([CH3:13])[CH3:12].